Dataset: Reaction yield outcomes from USPTO patents with 853,638 reactions. Task: Predict the reaction yield, written as a fraction of the theoretical maximum amount of product (1.0 means a 100% yield; for example, 0.34 means a 34% yield). The reactants are [CH3:1][C@@H:2]1[NH:13][C:12](=[O:14])[C@H:11]([CH2:15][C:16]([O:18]C(C)(C)C)=O)[CH2:10][CH:9]=[CH:8][CH2:7][CH2:6][C:5](=[O:23])[O:4][C@@H:3]1[C:24]1[CH:29]=[CH:28][CH:27]=[CH:26][CH:25]=1.FC(F)(F)C(O)=O.C[C@@H]1NC(=O)[C@H](CC(O)=O)CC=CCCC(=O)O[C@@H]1C1C=CC=CC=1.[Cl:62][C:63]1[CH:68]=[CH:67][C:66]([CH2:69][NH2:70])=[CH:65][CH:64]=1. The catalyst is C(Cl)Cl.CO.C(Cl)Cl. The product is [Cl:62][C:63]1[CH:68]=[CH:67][C:66]([CH2:69][NH:70][C:16](=[O:18])[CH2:15][C@@H:11]2[CH2:10][CH:9]=[CH:8][CH2:7][CH2:6][C:5](=[O:23])[O:4][C@H:3]([C:24]3[CH:29]=[CH:28][CH:27]=[CH:26][CH:25]=3)[C@H:2]([CH3:1])[NH:13][C:12]2=[O:14])=[CH:65][CH:64]=1. The yield is 0.870.